Dataset: Reaction yield outcomes from USPTO patents with 853,638 reactions. Task: Predict the reaction yield, written as a fraction of the theoretical maximum amount of product (1.0 means a 100% yield; for example, 0.34 means a 34% yield). (1) The reactants are [Cl:1][C:2]1[CH:3]=[C:4]([NH:16][C:17]2[C:26]3[C:21](=[CH:22][CH:23]=[CH:24][C:25]=3[O:27][C@H:28]([CH3:33])[C:29](OC)=[O:30])[N:20]=[CH:19][N:18]=2)[CH:5]=[CH:6][C:7]=1[O:8][CH2:9][C:10]1[CH:15]=[CH:14][CH:13]=[CH:12][N:11]=1.[OH:34][CH2:35][C@@H:36]1[CH2:40][CH2:39][CH2:38][NH:37]1. No catalyst specified. The product is [Cl:1][C:2]1[CH:3]=[C:4]([NH:16][C:17]2[C:26]3[C:21](=[CH:22][CH:23]=[CH:24][C:25]=3[O:27][C@H:28]([CH3:33])[C:29]([N:37]3[CH2:38][CH2:39][CH2:40][C@H:36]3[CH2:35][OH:34])=[O:30])[N:20]=[CH:19][N:18]=2)[CH:5]=[CH:6][C:7]=1[O:8][CH2:9][C:10]1[CH:15]=[CH:14][CH:13]=[CH:12][N:11]=1. The yield is 0.470. (2) The reactants are [NH2:1][C:2]1[CH:7]=[CH:6][C:5]([C@H:8]2[O:13][CH2:12][CH2:11][N:10]([C:14]([O:16][C:17]([CH3:20])([CH3:19])[CH3:18])=[O:15])[CH2:9]2)=[C:4]([F:21])[CH:3]=1.Cl[C:23]1[N:28]=[CH:27][C:26]([CH:29]2[CH2:31][CH2:30]2)=[CH:25][N:24]=1.C(=O)([O-])[O-].[Cs+].[Cs+]. The catalyst is O1CCOCC1. The product is [CH:29]1([C:26]2[CH:25]=[N:24][C:23]([NH:1][C:2]3[CH:7]=[CH:6][C:5]([C@H:8]4[O:13][CH2:12][CH2:11][N:10]([C:14]([O:16][C:17]([CH3:18])([CH3:20])[CH3:19])=[O:15])[CH2:9]4)=[C:4]([F:21])[CH:3]=3)=[N:28][CH:27]=2)[CH2:31][CH2:30]1. The yield is 0.430. (3) The reactants are [CH3:1][N:2]1[CH:10]=[C:9]2[C:4]([C:5]([C:11]#[N:12])=[CH:6][CH:7]=[CH:8]2)=[N:3]1. The catalyst is CO.N.[Ni]. The product is [CH3:1][N:2]1[CH:10]=[C:9]2[C:4]([C:5]([CH2:11][NH2:12])=[CH:6][CH:7]=[CH:8]2)=[N:3]1. The yield is 1.00. (4) The reactants are [CH2:1]([O:8][C:9]1[CH:14]=[CH:13][N:12]=[C:11]([NH2:15])[CH:10]=1)[C:2]1[CH:7]=[CH:6][CH:5]=[CH:4][CH:3]=1.[CH2:16]([OH:18])C.[CH3:19][C:20]([OH:23])([CH3:22])[CH3:21]. No catalyst specified. The product is [CH2:1]([O:8][C:9]1[CH:14]=[CH:13][N:12]=[C:11]([NH:15][C:16](=[O:18])[O:23][C:20]([CH3:22])([CH3:21])[CH3:19])[CH:10]=1)[C:2]1[CH:3]=[CH:4][CH:5]=[CH:6][CH:7]=1. The yield is 0.850. (5) The reactants are [Cl:1][C:2]1[N:7]=[C:6]([CH2:8][C:9]([C:11]2[CH:12]=[C:13]([CH:25]=[CH:26][CH:27]=2)[C:14]([NH:16][C:17]2[C:22]([F:23])=[CH:21][CH:20]=[CH:19][C:18]=2[F:24])=[O:15])=O)[CH:5]=[CH:4][N:3]=1.C1C(=O)N(Br)C(=O)C1.[NH2:36][C:37]1[C:42]([F:43])=[CH:41][CH:40]=[CH:39][N:38]=1.CCOCC. The catalyst is C(Cl)Cl.CCOC(C)=O.C([O-])(O)=O.[Na+]. The product is [Cl:1][C:2]1[N:7]=[C:6]([C:8]2[N:38]3[CH:39]=[CH:40][CH:41]=[C:42]([F:43])[C:37]3=[N:36][C:9]=2[C:11]2[CH:12]=[C:13]([CH:25]=[CH:26][CH:27]=2)[C:14]([NH:16][C:17]2[C:22]([F:23])=[CH:21][CH:20]=[CH:19][C:18]=2[F:24])=[O:15])[CH:5]=[CH:4][N:3]=1. The yield is 0.320. (6) The reactants are C[O:2][C:3]([C:5]1[CH:10]=[CH:9][C:8](=[O:11])[N:7]([CH3:12])[C:6]=1[NH:13][C:14]1[CH:19]=[CH:18][C:17]([Br:20])=[CH:16][C:15]=1[F:21])=[O:4].BrC1C=CC(N)=C(F)C=1.C[Si]([N-][Si](C)(C)C)(C)C.[Li+].COC(C1C=CC(=O)N(C)C=1Cl)=O. The catalyst is C1COCC1. The product is [Br:20][C:17]1[CH:18]=[CH:19][C:14]([NH:13][C:6]2[N:7]([CH3:12])[C:8](=[O:11])[CH:9]=[CH:10][C:5]=2[C:3]([OH:4])=[O:2])=[C:15]([F:21])[CH:16]=1. The yield is 0.650. (7) The product is [CH:46]([C:38]1[CH:39]=[CH:40][C:41]([C:2]2[C:15]3[N:14]4[CH:16]=[CH:17][N:18]=[C:13]4[C:12]4[CH:11]=[CH:10][CH:9]=[CH:8][C:7]=4[C:6]=3[CH:5]=[CH:4][CH:3]=2)=[CH:42][CH:43]=1)([CH3:47])[CH3:19]. The yield is 0.770. The catalyst is C(Cl)Cl.CC([O-])=O.CC([O-])=O.[Pd+2]. The reactants are Br[C:2]1[C:15]2[N:14]3[CH:16]=[CH:17][N:18]=[C:13]3[C:12]3[CH:11]=[CH:10][CH:9]=[CH:8][C:7]=3[C:6]=2[CH:5]=[CH:4][CH:3]=1.[C:19](=O)([O-])[O-].[K+].[K+].[C:38]1(P([C:38]2[CH:43]=[CH:42][CH:41]=[CH:40][CH:39]=2)[C:38]2[CH:43]=[CH:42][CH:41]=[CH:40][CH:39]=2)[CH:43]=[CH:42][CH:41]=[CH:40][CH:39]=1.CO[CH2:46][CH2:47]OC.